Dataset: Reaction yield outcomes from USPTO patents with 853,638 reactions. Task: Predict the reaction yield, written as a fraction of the theoretical maximum amount of product (1.0 means a 100% yield; for example, 0.34 means a 34% yield). (1) The reactants are [N:1]1([C:6]2[CH:7]=[C:8]([C:12]([C:17]3[N:25](S(C4C=CC=CC=4)(=O)=O)[C:20]4=[N:21][CH:22]=[CH:23][CH:24]=[C:19]4[CH:18]=3)=[CH:13][CH:14]([CH3:16])[CH3:15])[CH:9]=[CH:10][CH:11]=2)[CH:5]=[CH:4][CH:3]=[N:2]1.[OH-].[Na+]. The catalyst is C(O)C.O1CCCC1. The product is [N:1]1([C:6]2[CH:7]=[C:8]([C:12]([C:17]3[NH:25][C:20]4=[N:21][CH:22]=[CH:23][CH:24]=[C:19]4[CH:18]=3)=[CH:13][CH:14]([CH3:16])[CH3:15])[CH:9]=[CH:10][CH:11]=2)[CH:5]=[CH:4][CH:3]=[N:2]1. The yield is 0.689. (2) The reactants are Cl[C:2]1[N:7]=[C:6]([C:8]([O:10][CH3:11])=[O:9])[C:5]([NH:12][C:13]([C:15]2[C:24]3[C:19](=[CH:20][CH:21]=[CH:22][CH:23]=3)[C:18]([CH3:25])=[CH:17][CH:16]=2)=[O:14])=[CH:4][CH:3]=1.[C-]#N.[K+].C1(P(C2C=CC=CC=2)CCCCCP(C2C=CC=CC=2)C2C=CC=CC=2)C=CC=CC=1.[CH3:60][N:61](CCN(C)C)C. The catalyst is C1(C)C=CC=CC=1.ClCCl. The product is [C:60]([C:2]1[N:7]=[C:6]([C:8]([O:10][CH3:11])=[O:9])[C:5]([NH:12][C:13]([C:15]2[C:24]3[C:19](=[CH:20][CH:21]=[CH:22][CH:23]=3)[C:18]([CH3:25])=[CH:17][CH:16]=2)=[O:14])=[CH:4][CH:3]=1)#[N:61]. The yield is 0.510.